From a dataset of Blood-brain barrier permeability classification from the B3DB database. Regression/Classification. Given a drug SMILES string, predict its absorption, distribution, metabolism, or excretion properties. Task type varies by dataset: regression for continuous measurements (e.g., permeability, clearance, half-life) or binary classification for categorical outcomes (e.g., BBB penetration, CYP inhibition). Dataset: b3db_classification. (1) The drug is CN(C)[C@@H]1C(=O)C(C(=O)NCNCCCCC(N)C(=O)O)=C(O)[C@@]2(O)C(=O)C3=C(O)c4c(O)cccc4[C@@](C)(O)[C@H]3C[C@@H]12. The result is 0 (does not penetrate BBB). (2) The drug is C[C@@H](N)C(=O)OC(C)(C)Cc1ccc(Cl)cc1. The result is 1 (penetrates BBB).